Task: Predict the product of the given reaction.. Dataset: Forward reaction prediction with 1.9M reactions from USPTO patents (1976-2016) (1) Given the reactants [NH2:1][CH2:2][CH2:3][OH:4].[Cl:5][C:6]1[CH:11]=[CH:10][CH:9]=[C:8](Cl)[N:7]=1, predict the reaction product. The product is: [Cl:5][C:6]1[N:7]=[C:8]([NH:1][CH2:2][CH2:3][OH:4])[CH:9]=[CH:10][CH:11]=1. (2) Given the reactants [H-].[Na+].[OH:3][CH2:4][C:5]([O:7][CH3:8])=[O:6].[NH2:9][C:10]1[N:15]=[C:14](S(C)=O)[C:13]([C:19]2[CH:20]=[CH:21][C:22](=[O:28])[N:23]([CH:25]([CH3:27])[CH3:26])[N:24]=2)=[C:12]([C:29]2[CH:34]=[CH:33][CH:32]=[CH:31][CH:30]=2)[N:11]=1, predict the reaction product. The product is: [NH2:9][C:10]1[N:15]=[C:14]([O:3][CH2:4][C:5]([O:7][CH3:8])=[O:6])[C:13]([C:19]2[CH:20]=[CH:21][C:22](=[O:28])[N:23]([CH:25]([CH3:27])[CH3:26])[N:24]=2)=[C:12]([C:29]2[CH:30]=[CH:31][CH:32]=[CH:33][CH:34]=2)[N:11]=1. (3) Given the reactants [O:1]([C:3]1[CH:4]=[CH:5][C:6]2[N:10]=[N:9][NH:8][C:7]=2[CH:11]=1)[CH3:2].[OH-].[Na+].[Cl:14][CH2:15][CH2:16][CH2:17][CH2:18]Br, predict the reaction product. The product is: [O:1]([C:3]1[CH:4]=[CH:5][C:6]2[N:10]=[N:9][N:8]([CH2:18][CH2:17][CH2:16][CH2:15][Cl:14])[C:7]=2[CH:11]=1)[CH3:2]. (4) Given the reactants [OH:1][N:2]1[C:6](=[O:7])[C:5]2=[CH:8][CH:9]=[CH:10][CH:11]=[C:4]2[C:3]1=[O:12].CCOC(C)=O.[CH:19](Cl)(Cl)[Cl:20], predict the reaction product. The product is: [Cl:20][CH2:19][O:1][N:2]1[C:3](=[O:12])[C:4]2=[CH:11][CH:10]=[CH:9][CH:8]=[C:5]2[C:6]1=[O:7]. (5) Given the reactants [CH:1]12[CH2:10][CH:5]([C:6](=[O:9])[CH2:7][CH2:8]1)[CH2:4][CH2:3][C:2]2=[O:11].[C:12]1([CH3:22])C(S(O)(=O)=O)=CC=CC=1.[OH2:23], predict the reaction product. The product is: [CH2:12]1[O:23][C:2]2([CH2:3][CH2:4][CH:5]3[CH2:10][CH:1]2[CH2:8][CH2:7][C:6]3=[O:9])[O:11][CH2:22]1. (6) Given the reactants [NH2:1][C:2]1[CH:7]=[CH:6][C:5]([C:8]2[CH:13]=[CH:12][CH:11]=[C:10]([N+:14]([O-:16])=[O:15])[CH:9]=2)=[CH:4][C:3]=1[CH:17]([OH:19])[CH3:18].[CH3:20][C:21]([CH3:23])=O, predict the reaction product. The product is: [N+:14]([C:10]1[CH:9]=[C:8]([C:5]2[CH:6]=[CH:7][C:2]3[NH:1][C:21]([CH3:23])([CH3:20])[O:19][CH:17]([CH3:18])[C:3]=3[CH:4]=2)[CH:13]=[CH:12][CH:11]=1)([O-:16])=[O:15]. (7) Given the reactants [CH2:1]([N:8]1[CH:12]=[CH:11][CH:10]=[C:9]1[CH2:13][OH:14])[C:2]1[CH:7]=[CH:6][CH:5]=[CH:4][CH:3]=1.C[N+]1([O-])CCOCC1, predict the reaction product. The product is: [CH2:1]([N:8]1[CH:12]=[CH:11][CH:10]=[C:9]1[CH:13]=[O:14])[C:2]1[CH:3]=[CH:4][CH:5]=[CH:6][CH:7]=1. (8) Given the reactants [CH3:1][O:2][C:3]1[CH:4]=[C:5]([NH2:12])[C:6]([N+:9]([O-:11])=[O:10])=[N:7][CH:8]=1.C1C(=O)N([Br:20])C(=O)C1.O, predict the reaction product. The product is: [Br:20][C:8]1[N:7]=[C:6]([N+:9]([O-:11])=[O:10])[C:5]([NH2:12])=[CH:4][C:3]=1[O:2][CH3:1].